From a dataset of Reaction yield outcomes from USPTO patents with 853,638 reactions. Predict the reaction yield, written as a fraction of the theoretical maximum amount of product (1.0 means a 100% yield; for example, 0.34 means a 34% yield). (1) The reactants are [Cl:1][CH2:2][C:3](Cl)=[O:4].[NH2:6][C:7]1[CH:15]=[CH:14][CH:13]=[C:12]2[C:8]=1[C:9](=[O:26])[N:10]([C:17]1([CH3:25])[CH2:22][CH2:21][C:20](=[O:23])[NH:19][C:18]1=[O:24])[C:11]2=[O:16]. The catalyst is C1COCC1. The product is [Cl:1][CH2:2][C:3]([NH:6][C:7]1[CH:15]=[CH:14][CH:13]=[C:12]2[C:8]=1[C:9](=[O:26])[N:10]([C:17]1([CH3:25])[CH2:22][CH2:21][C:20](=[O:23])[NH:19][C:18]1=[O:24])[C:11]2=[O:16])=[O:4]. The yield is 0.840. (2) The reactants are O.[NH2:2][NH2:3].[CH3:4][O:5][CH2:6][C:7]1[O:11][N:10]=[C:9]([C:12]([O:14]CC)=O)[CH:8]=1. The yield is 0.900. The product is [CH3:4][O:5][CH2:6][C:7]1[O:11][N:10]=[C:9]([C:12]([NH:2][NH2:3])=[O:14])[CH:8]=1. The catalyst is CCO. (3) The catalyst is C(OCC)(=O)C.COCCO. The yield is 0.496. The product is [F:1][C:2]1[CH:3]=[CH:4][C:5]([NH:6][C:7]([NH:9][C:10]2[CH:31]=[CH:30][C:13]([O:14][C:15]3[C:24]4[C:19](=[CH:20][C:21]([O:28][CH3:29])=[C:22]([C:25]([O:27][CH2:41][CH2:42][O:67][CH3:66])=[O:26])[CH:23]=4)[N:18]=[CH:17][CH:16]=3)=[CH:12][CH:11]=2)=[O:8])=[CH:32][CH:33]=1. The reactants are [F:1][C:2]1[CH:33]=[CH:32][C:5]([NH:6][C:7]([NH:9][C:10]2[CH:31]=[CH:30][C:13]([O:14][C:15]3[C:24]4[C:19](=[CH:20][C:21]([O:28][CH3:29])=[C:22]([C:25]([OH:27])=[O:26])[CH:23]=4)[N:18]=[CH:17][CH:16]=3)=[CH:12][CH:11]=2)=[O:8])=[CH:4][CH:3]=1.Cl.C(N=C=NC[CH2:41][CH2:42]N(C)C)C.O.ON1C2C=CC=CC=2N=N1.C(N(CC)CC)C.CN(C)[CH:66]=[O:67]. (4) The reactants are [CH2:1]([C:3]1[N:4]([C:28]2[CH:33]=[CH:32][C:31]([OH:34])=[CH:30][CH:29]=2)[C:5](=[O:27])[C:6]([CH2:12][C:13]2[CH:18]=[CH:17][C:16]([C:19]3[C:20]([C:25]#[N:26])=[CH:21][CH:22]=[CH:23][CH:24]=3)=[CH:15][CH:14]=2)=[C:7]([CH2:9][CH2:10][CH3:11])[N:8]=1)[CH3:2].[Si](O[CH:43]1[CH2:48][CH2:47][CH:46]([OH:49])[CH2:45][CH2:44]1)(C(C)(C)C)(C)C.C1(P(C2C=CC=CC=2)C2C=CC=CC=2)C=CC=CC=1.[N:70]([C:71]([O:73]C(C)C)=[O:72])=[N:70][C:71]([O:73]C(C)C)=[O:72]. The catalyst is O1CCCC1.O. The product is [CH2:1]([C:3]1[N:4]([C:28]2[CH:33]=[CH:32][C:31]([O:34][C@H:43]3[CH2:44][CH2:45][C@@H:46]([OH:49])[CH2:47][CH2:48]3)=[CH:30][CH:29]=2)[C:5](=[O:27])[C:6]([CH2:12][C:13]2[CH:18]=[CH:17][C:16]([C:19]3[CH:24]=[CH:23][CH:22]=[CH:21][C:20]=3[C:25]3[NH:70][C:71](=[O:72])[O:73][N:26]=3)=[CH:15][CH:14]=2)=[C:7]([CH2:9][CH2:10][CH3:11])[N:8]=1)[CH3:2]. The yield is 0.290. (5) The reactants are C(O[C:4](=[O:20])[C:5](=[CH:11][NH:12][C:13]1[CH2:18][CH2:17][CH2:16][C:15](=[O:19])[CH:14]=1)[C:6]([O:8][CH2:9][CH3:10])=[O:7])C.C1(OC2C=CC=CC=2)C=CC=CC=1. The catalyst is CCCCCC. The product is [CH2:9]([O:8][C:6]([C:5]1[C:4](=[O:20])[C:14]2[C:15](=[O:19])[CH2:16][CH2:17][CH2:18][C:13]=2[NH:12][CH:11]=1)=[O:7])[CH3:10]. The yield is 0.720. (6) The reactants are [F:1][C:2]([F:29])([F:28])[C:3]([C:5]1[C:13]2[C:8](=[CH:9][CH:10]=[CH:11][CH:12]=2)[N:7]([CH2:14][C:15]#[C:16][C:17]2[CH:22]=[CH:21][C:20]([C:23]#[C:24][CH2:25][CH2:26][OH:27])=[CH:19][CH:18]=2)[CH:6]=1)=[O:4].CC1(C)C2CC1CCC2NS(C1C=CC(C#CCCO)=CC=1)(=O)=O. No catalyst specified. The product is [F:29][C:2]([F:1])([F:28])[C:3]([C:5]1[C:13]2[C:8](=[CH:9][CH:10]=[CH:11][CH:12]=2)[N:7]([CH2:14][CH2:15][CH2:16][C:17]2[CH:18]=[CH:19][C:20]([CH2:23][CH2:24][CH2:25][CH2:26][OH:27])=[CH:21][CH:22]=2)[CH:6]=1)=[O:4]. The yield is 0.920. (7) The reactants are [CH3:1][C:2]1[CH:3]=[CH:4][CH:5]=[CH:6][C:7]=1[NH2:8].CCN(CC)CC.[CH3:16][C:17]([CH3:22])([CH3:21])[C:18](Cl)=[O:19]. The catalyst is C(Cl)Cl. The product is [CH3:16][C:17]([CH3:22])([CH3:21])[C:18]([NH:8][C:7]1[CH:6]=[CH:5][CH:4]=[CH:3][C:2]=1[CH3:1])=[O:19]. The yield is 0.920. (8) The reactants are [H-].[Na+].[CH3:3][C:4]([C:6]1[CH:11]=[CH:10][CH:9]=[C:8]([Cl:12])[CH:7]=1)=[O:5].[C:13](OCC)(=[O:19])[C:14]([O:16][CH2:17][CH3:18])=[O:15].Cl. The catalyst is CN(C=O)C.C(OCC)(=O)C. The product is [CH2:17]([O:16][C:14](=[O:15])[C:13](=[O:19])[CH2:3][C:4]([C:6]1[CH:11]=[CH:10][CH:9]=[C:8]([Cl:12])[CH:7]=1)=[O:5])[CH3:18]. The yield is 0.670. (9) The reactants are [C:1]([C:5]1[CH:12]=[CH:11][C:8]([CH:9]=O)=[CH:7][CH:6]=1)([CH3:4])([CH3:3])[CH3:2].[CH2:13]([N:15]([C:19]1[CH:20]=[C:21]([CH3:25])[CH:22]=[CH:23][CH:24]=1)[CH2:16][CH2:17][NH2:18])[CH3:14].[BH4-].[Na+].O. The catalyst is CO. The product is [C:1]([C:5]1[CH:12]=[CH:11][C:8]([CH2:9][NH:18][CH2:17][CH2:16][N:15]([CH2:13][CH3:14])[C:19]2[CH:20]=[C:21]([CH3:25])[CH:22]=[CH:23][CH:24]=2)=[CH:7][CH:6]=1)([CH3:4])([CH3:3])[CH3:2]. The yield is 0.950.